Predict the reaction yield, written as a fraction of the theoretical maximum amount of product (1.0 means a 100% yield; for example, 0.34 means a 34% yield). From a dataset of Reaction yield outcomes from USPTO patents with 853,638 reactions. (1) The yield is 0.910. The reactants are [F:1][C:2]1[CH:9]=[CH:8][C:5]([C:6]#[N:7])=[C:4]([N:10]2[C:14]([CH3:15])=[N:13][CH:12]=[N:11]2)[CH:3]=1.[ClH:16].[H][H]. The product is [ClH:16].[F:1][C:2]1[CH:9]=[CH:8][C:5]([CH2:6][NH2:7])=[C:4]([N:10]2[C:14]([CH3:15])=[N:13][CH:12]=[N:11]2)[CH:3]=1. The catalyst is CCO.[Pd]. (2) The reactants are [OH:1][C:2]1[CH:3]=[C:4]([CH2:9][C@H:10]([NH:26]C(OC(C)(C)C)=O)[C:11]([O:13][C@H:14]([CH3:25])[CH2:15][O:16][C:17]([C:19]2[CH:24]=[CH:23][CH:22]=[CH:21][CH:20]=2)=[O:18])=[O:12])[CH:5]=[CH:6][C:7]=1[OH:8].[ClH:34]. The catalyst is O1CCOCC1. The product is [ClH:34].[NH2:26][C@@H:10]([CH2:9][C:4]1[CH:5]=[CH:6][C:7]([OH:8])=[C:2]([OH:1])[CH:3]=1)[C:11]([O:13][C@H:14]([CH3:25])[CH2:15][O:16][C:17]([C:19]1[CH:24]=[CH:23][CH:22]=[CH:21][CH:20]=1)=[O:18])=[O:12]. The yield is 0.930.